This data is from Full USPTO retrosynthesis dataset with 1.9M reactions from patents (1976-2016). The task is: Predict the reactants needed to synthesize the given product. (1) Given the product [Cl:1][C:2]1[N:3]=[CH:4][C:5]([C:6]([NH:16][C:15]2[CH:17]=[CH:18][C:19]([O:21][C:22]([F:25])([F:24])[F:23])=[CH:20][C:14]=2[N+:11]([O-:13])=[O:12])=[O:7])=[CH:9][CH:10]=1, predict the reactants needed to synthesize it. The reactants are: [Cl:1][C:2]1[CH:10]=[CH:9][C:5]([C:6](Cl)=[O:7])=[CH:4][N:3]=1.[N+:11]([C:14]1[CH:20]=[C:19]([O:21][C:22]([F:25])([F:24])[F:23])[CH:18]=[CH:17][C:15]=1[NH2:16])([O-:13])=[O:12]. (2) Given the product [F:1][C:2]1[C:10]([C:11]2[CH:12]=[N:13][N:14]([CH3:16])[CH:15]=2)=[CH:9][CH:8]=[C:7]2[C:3]=1[CH2:4][CH2:5][N:6]2[C:18]1[C:22]2[CH2:23][N:24]([C:27](=[O:29])[CH3:28])[CH2:25][CH2:26][C:21]=2[N:20]([CH3:30])[N:19]=1, predict the reactants needed to synthesize it. The reactants are: [F:1][C:2]1[C:10]([C:11]2[CH:12]=[N:13][N:14]([CH3:16])[CH:15]=2)=[CH:9][CH:8]=[C:7]2[C:3]=1[CH2:4][CH2:5][NH:6]2.Br[C:18]1[C:22]2[CH2:23][N:24]([C:27](=[O:29])[CH3:28])[CH2:25][CH2:26][C:21]=2[N:20]([CH3:30])[N:19]=1.COC(C)(C)C.C1(P(C2CCCCC2)C2C=CC=CC=2C2C(OC(C)C)=CC=CC=2OC(C)C)CCCCC1.C(O[Na])(C)(C)C. (3) Given the product [Cl:11][C:12]1[CH:19]=[CH:18][C:15](/[CH:16]=[CH:17]/[Cl:7])=[CH:14][CH:13]=1, predict the reactants needed to synthesize it. The reactants are: C1C=CC=CC=1.[Cl:7]/C=C/Cl.[Cl:11][C:12]1[CH:19]=[CH:18][C:15]([CH:16]=[CH2:17])=[CH:14][CH:13]=1. (4) The reactants are: C[O:2][C:3](=O)[C@@H:4]([NH:14][C:15]([O:17][C:18]([CH3:21])([CH3:20])[CH3:19])=[O:16])[CH2:5][C:6]1[CH:11]=[CH:10][C:9]([OH:12])=[C:8]([Cl:13])[CH:7]=1.[BH4-].[Li+]. Given the product [C:18]([O:17][C:15](=[O:16])[NH:14][C@@H:4]([CH2:5][C:6]1[CH:11]=[CH:10][C:9]([OH:12])=[C:8]([Cl:13])[CH:7]=1)[CH2:3][OH:2])([CH3:21])([CH3:19])[CH3:20], predict the reactants needed to synthesize it. (5) Given the product [CH:23]1([N:28]([CH2:29][CH2:30][OH:31])[C:18]([C:12]2[S:13][C:14]3[CH2:15][CH2:16][O:17][C:8]4[CH:7]=[C:6]([C:4]5[CH:5]=[N:1][NH:2][CH:3]=5)[CH:22]=[CH:21][C:9]=4[C:10]=3[N:11]=2)=[O:20])[CH2:27][CH2:26][CH2:25][CH2:24]1, predict the reactants needed to synthesize it. The reactants are: [NH:1]1[CH:5]=[C:4]([C:6]2[CH:22]=[CH:21][C:9]3[C:10]4[N:11]=[C:12]([C:18]([OH:20])=O)[S:13][C:14]=4[CH2:15][CH2:16][O:17][C:8]=3[CH:7]=2)[CH:3]=[N:2]1.[CH:23]1([NH:28][CH2:29][CH2:30][OH:31])[CH2:27][CH2:26][CH2:25][CH2:24]1.